Dataset: Catalyst prediction with 721,799 reactions and 888 catalyst types from USPTO. Task: Predict which catalyst facilitates the given reaction. (1) Reactant: [NH2:1][C@@H:2]1[CH2:7][CH2:6][N:5]([CH2:8][CH2:9][N:10]2[C:19]3[C:14](=[C:15]([F:21])[CH:16]=[C:17]([F:20])[CH:18]=3)[CH:13]=[CH:12][C:11]2=[O:22])[CH2:4][C@@H:3]1[C:23]([O:25][CH3:26])=[O:24].[O:27]1[C:36]2[CH:35]=[C:34]([CH:37]=O)[N:33]=[CH:32][C:31]=2[O:30][CH2:29][CH2:28]1.C(O[BH-](OC(=O)C)OC(=O)C)(=O)C.[Na+]. Product: [F:21][C:15]1[CH:16]=[C:17]([F:20])[CH:18]=[C:19]2[C:14]=1[CH:13]=[CH:12][C:11](=[O:22])[N:10]2[CH2:9][CH2:8][N:5]1[CH2:6][CH2:7][C@@H:2]([NH:1][CH2:37][C:34]2[N:33]=[CH:32][C:31]3[O:30][CH2:29][CH2:28][O:27][C:36]=3[CH:35]=2)[C@@H:3]([C:23]([O:25][CH3:26])=[O:24])[CH2:4]1. The catalyst class is: 98. (2) Reactant: C(OC(=O)[NH:10][C:11]1([CH3:27])[CH2:16][CH2:15][N:14]([C:17]2[CH:22]=[CH:21][C:20]([C:23]([F:26])([F:25])[F:24])=[CH:19][N:18]=2)[CH2:13][CH2:12]1)C1C=CC=CC=1.I[Si](C)(C)C. Product: [CH3:27][C:11]1([NH2:10])[CH2:16][CH2:15][N:14]([C:17]2[CH:22]=[CH:21][C:20]([C:23]([F:26])([F:25])[F:24])=[CH:19][N:18]=2)[CH2:13][CH2:12]1. The catalyst class is: 10. (3) Reactant: [Si:1]([N:8]1[C:11](=[O:12])[CH2:10][C@@H:9]1[C:13]([OH:15])=O)([C:4]([CH3:7])([CH3:6])[CH3:5])([CH3:3])[CH3:2].ClC(Cl)(OC(=O)OC(Cl)(Cl)Cl)Cl.CC1C=C(C)C=C(C)N=1.[F:37][C:38]1[CH:39]=[C:40]([C@:46]([C:55]2[CH:60]=[C:59]([O:61][C:62]([F:67])([F:66])[CH:63]([F:65])[F:64])[CH:58]=[C:57]([F:68])[CH:56]=2)([NH2:54])[CH2:47][C:48]2[CH:53]=[CH:52][CH:51]=[CH:50][CH:49]=2)[CH:41]=[CH:42][C:43]=1[O:44][CH3:45].C(N(CC)C(C)C)(C)C. Product: [Si:1]([N:8]1[C:11](=[O:12])[CH2:10][C@@H:9]1[C:13]([NH:54][C@:46]([C:40]1[CH:41]=[CH:42][C:43]([O:44][CH3:45])=[C:38]([F:37])[CH:39]=1)([C:55]1[CH:60]=[C:59]([O:61][C:62]([F:67])([F:66])[CH:63]([F:65])[F:64])[CH:58]=[C:57]([F:68])[CH:56]=1)[CH2:47][C:48]1[CH:53]=[CH:52][CH:51]=[CH:50][CH:49]=1)=[O:15])([C:4]([CH3:5])([CH3:6])[CH3:7])([CH3:2])[CH3:3]. The catalyst class is: 20. (4) The catalyst class is: 151. Product: [C:1]([O:5][C:6]([N:8]1[C:12]2[CH:13]=[CH:14][C:15]([B:35]3[O:39][C:38]([CH3:41])([CH3:40])[C:37]([CH3:43])([CH3:42])[O:36]3)=[CH:16][C:11]=2[N:10]=[C:9]1[CH2:18][O:19][C:20]1[CH:25]=[CH:24][C:23]([C:26]([F:29])([F:28])[F:27])=[CH:22][CH:21]=1)=[O:7])([CH3:4])([CH3:3])[CH3:2]. Reactant: [C:1]([O:5][C:6]([N:8]1[C:12]2[CH:13]=[CH:14][C:15](Br)=[CH:16][C:11]=2[N:10]=[C:9]1[CH2:18][O:19][C:20]1[CH:25]=[CH:24][C:23]([C:26]([F:29])([F:28])[F:27])=[CH:22][CH:21]=1)=[O:7])([CH3:4])([CH3:3])[CH3:2].C([O-])(=O)C.[K+].[B:35]1([B:35]2[O:39][C:38]([CH3:41])([CH3:40])[C:37]([CH3:43])([CH3:42])[O:36]2)[O:39][C:38]([CH3:41])([CH3:40])[C:37]([CH3:43])([CH3:42])[O:36]1. (5) Reactant: [CH2:1]1[C:9]2[C:4](=[CH:5][CH:6]=[CH:7][CH:8]=2)[CH2:3][CH2:2]1.[Cl:10][CH2:11][CH2:12][CH2:13][CH2:14][C:15](Cl)=[O:16].[Cl-].[Al+3].[Cl-].[Cl-]. Product: [Cl:10][CH2:11][CH2:12][CH2:13][CH2:14][C:15]([C:6]1[CH:5]=[C:4]2[C:9](=[CH:8][CH:7]=1)[CH2:1][CH2:2][CH2:3]2)=[O:16]. The catalyst class is: 4. (6) Reactant: [C:1]1(=[C:8]([C:20]2[CH:25]=[CH:24][C:23]([OH:26])=[CH:22][CH:21]=2)[C:9]2[CH:14]=[CH:13][C:12](/[CH:15]=[CH:16]/[C:17](O)=[O:18])=[CH:11][CH:10]=2)[CH2:7][CH2:6][CH2:5][CH2:4][CH2:3][CH2:2]1.C(Cl)[Cl:28].C(Cl)(=O)C(Cl)=O. Product: [C:1]1(=[C:8]([C:20]2[CH:25]=[CH:24][C:23]([OH:26])=[CH:22][CH:21]=2)[C:9]2[CH:14]=[CH:13][C:12](/[CH:15]=[CH:16]/[C:17]([Cl:28])=[O:18])=[CH:11][CH:10]=2)[CH2:7][CH2:6][CH2:5][CH2:4][CH2:3][CH2:2]1. The catalyst class is: 3. (7) Reactant: [F:1][C:2]([F:15])([F:14])[C:3](=[O:13])[CH2:4][C:5]([C:7]1[CH:8]=[N:9][CH:10]=[CH:11][CH:12]=1)=[O:6].[NH:16]([C:18]1[N:19]=[CH:20][C:21]([NH:24][C:25]([CH:27]2[CH2:32][CH2:31][CH2:30][CH2:29][CH2:28]2)=[O:26])=[N:22][CH:23]=1)[NH2:17].Cl. Product: [F:15][C:2]([F:1])([F:14])[C:3](=[O:13])[CH2:4][C:5]([C:7]1[CH:8]=[N:9][CH:10]=[CH:11][CH:12]=1)=[O:6].[OH:13][C:3]1([C:2]([F:15])([F:14])[F:1])[N:16]([C:18]2[N:19]=[CH:20][C:21]([NH:24][C:25]([CH:27]3[CH2:28][CH2:29][CH2:30][CH2:31][CH2:32]3)=[O:26])=[N:22][CH:23]=2)[N:17]=[C:5]([C:7]2[CH:8]=[N:9][CH:10]=[CH:11][CH:12]=2)[CH2:4]1. The catalyst class is: 8.